The task is: Predict which catalyst facilitates the given reaction.. This data is from Catalyst prediction with 721,799 reactions and 888 catalyst types from USPTO. (1) Reactant: Br[C:2]1[C:11]2[C:6](=[CH:7][C:8]([C:12]3[O:13][C:14]4[CH:26]=[CH:25][CH:24]=[CH:23][C:15]=4[C:16]=3[C:17](=[O:22])[CH2:18][CH2:19][CH2:20][CH3:21])=[CH:9][CH:10]=2)[CH:5]=[CH:4][C:3]=1[O:27][CH2:28][C:29]#[N:30].[F:31][C:32]([F:43])([F:42])[C:33]1[CH:38]=[CH:37][C:36](B(O)O)=[CH:35][CH:34]=1.ClCCl.C(=O)([O-])[O-].[K+].[K+]. Product: [C:17]([C:16]1[C:15]2[CH:23]=[CH:24][CH:25]=[CH:26][C:14]=2[O:13][C:12]=1[C:8]1[CH:9]=[C:10]2[C:5](=[CH:6][CH:7]=1)[C:4]([C:36]1[CH:37]=[CH:38][C:33]([C:32]([F:43])([F:42])[F:31])=[CH:34][CH:35]=1)=[C:3]([O:27][CH2:28][C:29]#[N:30])[CH:2]=[CH:11]2)(=[O:22])[CH2:18][CH2:19][CH2:20][CH3:21]. The catalyst class is: 117. (2) Reactant: C([O:3][C:4]([C:6]1[N:7]=[C:8]([CH:11]2[CH2:16][CH2:15][CH2:14][CH2:13][CH2:12]2)[S:9][CH:10]=1)=[O:5])C.[Li+].[OH-]. Product: [CH:11]1([C:8]2[S:9][CH:10]=[C:6]([C:4]([OH:5])=[O:3])[N:7]=2)[CH2:12][CH2:13][CH2:14][CH2:15][CH2:16]1. The catalyst class is: 6. (3) Reactant: [Cl:1][C:2]1[CH:3]=[C:4]([C:15]([OH:17])=O)[C:5]2[C:10]([CH3:11])=[N:9][N:8]([CH:12]([CH3:14])[CH3:13])[C:6]=2[N:7]=1.Cl.[NH2:19][CH2:20][C:21]1[C:22](=[O:29])[NH:23][C:24]([CH3:28])=[CH:25][C:26]=1[CH3:27].ON1C2N=CC=CC=2N=N1.CN1CCOCC1.C(Cl)CCl.C([O-])([O-])=O.[K+].[K+]. Product: [Cl:1][C:2]1[CH:3]=[C:4]([C:15]([NH:19][CH2:20][C:21]2[C:22](=[O:29])[NH:23][C:24]([CH3:28])=[CH:25][C:26]=2[CH3:27])=[O:17])[C:5]2[C:10]([CH3:11])=[N:9][N:8]([CH:12]([CH3:13])[CH3:14])[C:6]=2[N:7]=1. The catalyst class is: 16. (4) Reactant: [OH:1][CH2:2][C:3]([CH3:9])([CH3:8])[C:4]([O:6][CH3:7])=[O:5].CS(C)=O.C(N(CC)CC)C. Product: [CH3:8][C:3]([CH3:9])([CH:2]=[O:1])[C:4]([O:6][CH3:7])=[O:5]. The catalyst class is: 2. (5) Reactant: O[O:2][S:3]([O-:5])=O.[K+].[CH:7]1([CH2:10][C:11]2([CH:20]([NH:22][C:23](=[O:37])[C:24]3[C:29]([CH3:30])=[CH:28][C:27]([C:31]([F:34])([F:33])[F:32])=[N:26][C:25]=3[O:35][CH3:36])[CH3:21])[CH2:14][CH:13]([CH2:15]SCCC)[CH2:12]2)[CH2:9][CH2:8]1.C(=O)([O-])[O-].[Na+].[Na+].[CH3:44][C:45]([CH3:47])=O. Product: [CH:7]1([CH2:10][C:11]2([CH:20]([NH:22][C:23](=[O:37])[C:24]3[C:29]([CH3:30])=[CH:28][C:27]([C:31]([F:33])([F:34])[F:32])=[N:26][C:25]=3[O:35][CH3:36])[CH3:21])[CH2:14][CH:13]([CH2:15][S:3]([CH2:44][CH2:45][CH3:47])(=[O:5])=[O:2])[CH2:12]2)[CH2:9][CH2:8]1. The catalyst class is: 6.